Dataset: Forward reaction prediction with 1.9M reactions from USPTO patents (1976-2016). Task: Predict the product of the given reaction. (1) Given the reactants [CH3:1][O:2][C:3]1[CH:12]=[C:11]2[C:6]([CH:7]=[C:8]([C:14]([OH:16])=O)[C:9](=[O:13])[NH:10]2)=[CH:5][C:4]=1[O:17][CH2:18][CH2:19][O:20][CH3:21].CN(C(ON1N=NC2C=CC=NC1=2)=[N+](C)C)C.F[P-](F)(F)(F)(F)F.CCN(C(C)C)C(C)C.[CH3:55][O:56][C:57](=[O:66])[C:58]1[CH:63]=[CH:62][C:61]([CH3:64])=[C:60]([NH2:65])[CH:59]=1, predict the reaction product. The product is: [CH3:55][O:56][C:57](=[O:66])[C:58]1[CH:63]=[CH:62][C:61]([CH3:64])=[C:60]([NH:65][C:14]([C:8]2[C:9](=[O:13])[NH:10][C:11]3[C:6]([CH:7]=2)=[CH:5][C:4]([O:17][CH2:18][CH2:19][O:20][CH3:21])=[C:3]([O:2][CH3:1])[CH:12]=3)=[O:16])[CH:59]=1. (2) Given the reactants [Cl-].[Na+].O.O.Br[C:6]1[CH:7]=[CH:8][C:9]([OH:20])=[C:10]([C:12]([C:14]2[CH:19]=[CH:18][CH:17]=[CH:16][CH:15]=2)=O)[CH:11]=1.C(C1C=C(C2C=CC(CCC#N)=CC=2CC(C)C)C=CC=1C1C=CC(OCC#N)=C(CC2C=CC=CC=2)C=1)[C:22]1[CH:27]=[CH:26][CH:25]=[CH:24][CH:23]=1.C(C1C=C([C:86]2[CH:91]=[CH:90][C:89](CCC#N)=[CH:88][C:87]=2CC(C)C)C=CC=1OS(C(F)(F)F)(=O)=O)C1C=CC=CC=1.COC1C=CC=[CH:107][C:103]=1[C:104]([OH:106])=[O:105].C(C1C=C(C2C=CC(CCC#N)=CC=2[CH2:136][CH:137]([CH3:139])[CH3:138])C=CC=1OC)C1C=CC=CC=1.C(COC1C=CC(C2C=CC(C3C=CC(CCC#N)=CC=3CC(C)C)=CC=2CC2C3C(=CC=CC=3)C=CC=2)=CC=1[CH2:181][CH:182]([CH3:184])[CH3:183])#N.C(C1C=C(C2C=CC(CCC(O)=O)=CC=2CC(C)C)C=CC=1C1C=CC(O[CH2:205][C:206]([OH:208])=[O:207])=C(CC(C)C)C=1)C1C=CC=CC=1.I[C:229]1[CH:234]=CC(O)=[CH:231][CH:230]=1, predict the reaction product. The product is: [C:206]([CH2:205][O:20][C:9]1[CH:8]=[CH:7][C:6]([C:86]2[CH:87]=[CH:88][C:89]([C:27]3[CH:26]=[CH:25][C:24]([CH2:107][CH2:103][C:104]([OH:106])=[O:105])=[CH:23][C:22]=3[CH2:184][CH:182]([CH3:181])[CH3:183])=[CH:90][CH:91]=2)=[C:11]([CH2:139][CH:137]([CH3:136])[CH3:138])[C:10]=1[CH2:12][C:14]1[C:19]2[C:18](=[CH:234][CH:229]=[CH:230][CH:231]=2)[CH:17]=[CH:16][CH:15]=1)([OH:208])=[O:207]. (3) Given the reactants C([Li])CCC.C(NC(C)C)(C)C.[Li+].CC([N-]C(C)C)C.[Br:21][C:22]1[CH:23]=[C:24]([F:31])[C:25]([O:29][CH3:30])=[C:26]([F:28])[CH:27]=1.CN([CH:35]=[O:36])C, predict the reaction product. The product is: [Br:21][C:22]1[C:27]([CH:35]=[O:36])=[C:26]([F:28])[C:25]([O:29][CH3:30])=[C:24]([F:31])[CH:23]=1. (4) Given the reactants [N:1]1[CH:6]=[CH:5][C:4]([N:7]2[CH2:16][CH2:15][C:10]3(OCC[O:11]3)[CH2:9][CH2:8]2)=[CH:3][CH:2]=1.Cl.[OH-].[Na+], predict the reaction product. The product is: [N:1]1[CH:6]=[CH:5][C:4]([N:7]2[CH2:16][CH2:15][C:10](=[O:11])[CH2:9][CH2:8]2)=[CH:3][CH:2]=1. (5) Given the reactants [CH2:1]([N:3]([CH2:36][CH3:37])[CH2:4][CH2:5][CH2:6][NH:7][C:8]1[N:9]=[C:10]([C:27]2[CH:28]=[C:29]([CH:33]=[CH:34][CH:35]=2)[C:30](O)=[O:31])[C:11]2[CH:17]=[CH:16][C:15](=[O:18])[N:14]([C:19]3[C:24]([F:25])=[CH:23][CH:22]=[CH:21][C:20]=3[F:26])[C:12]=2[N:13]=1)[CH3:2].CN(C(O[N:46]1N=N[C:48]2[CH:49]=[CH:50][CH:51]=[CH:52][C:47]1=2)=[N+](C)C)C.F[P-](F)(F)(F)(F)F.C(N(CC)CC)C.NC1C=CC=CC=1, predict the reaction product. The product is: [CH2:1]([N:3]([CH2:36][CH3:37])[CH2:4][CH2:5][CH2:6][NH:7][C:8]1[N:9]=[C:10]([C:27]2[CH:28]=[C:29]([CH:33]=[CH:34][CH:35]=2)[C:30]([NH:46][C:47]2[CH:52]=[CH:51][CH:50]=[CH:49][CH:48]=2)=[O:31])[C:11]2[CH:17]=[CH:16][C:15](=[O:18])[N:14]([C:19]3[C:20]([F:26])=[CH:21][CH:22]=[CH:23][C:24]=3[F:25])[C:12]=2[N:13]=1)[CH3:2]. (6) Given the reactants ClC1N=C(OC)C(C2C=C(CC)C=CC=2[C:18]([C:20]2[CH:25]=[CH:24][C:23]([CH2:26][CH3:27])=[CH:22][C:21]=2[C:28]2[C:29]([O:35][CH3:36])=[N:30][C:31](Cl)=[CH:32][CH:33]=2)=O)=CC=1.[CH2:37]([NH2:44])[C:38]1[CH:43]=[CH:42][CH:41]=[CH:40][CH:39]=1.C(=O)([O-])[O-:46].[K+].[K+].[Cl-].[NH4+], predict the reaction product. The product is: [CH2:26]([C:23]1[CH:22]=[CH:18][C:20]([C:21]([C:28]2[C:29]([O:35][CH3:36])=[N:30][C:31]([NH:44][CH2:37][C:38]3[CH:43]=[CH:42][CH:41]=[CH:40][CH:39]=3)=[CH:32][CH:33]=2)=[O:46])=[CH:25][CH:24]=1)[CH3:27]. (7) Given the reactants [Cl:1][C:2]1[N:7]=[C:6]([NH:8][CH2:9][C:10]2[CH:11]=[C:12]([NH:16][C:17](=[O:27])[C:18]3[CH:23]=[CH:22][CH:21]=[C:20]([N+:24]([O-])=O)[CH:19]=3)[CH:13]=[CH:14][CH:15]=2)[C:5]([Cl:28])=[CH:4][N:3]=1.CO.C(O)(=O)C.C([O-])(O)=O.[Na+], predict the reaction product. The product is: [NH2:24][C:20]1[CH:19]=[C:18]([CH:23]=[CH:22][CH:21]=1)[C:17]([NH:16][C:12]1[CH:13]=[CH:14][CH:15]=[C:10]([CH2:9][NH:8][C:6]2[C:5]([Cl:28])=[CH:4][N:3]=[C:2]([Cl:1])[N:7]=2)[CH:11]=1)=[O:27].